Task: Predict the reaction yield, written as a fraction of the theoretical maximum amount of product (1.0 means a 100% yield; for example, 0.34 means a 34% yield).. Dataset: Reaction yield outcomes from USPTO patents with 853,638 reactions (1) The reactants are [CH3:1][C:2]1([CH3:10])[CH2:7][CH2:6][CH2:5][CH:4]([CH3:8])[C:3]1=[O:9].C([N-]C(C)C)(C)C.[Li+].C1C=CC(N([S:26]([C:29]([F:32])([F:31])[F:30])(=[O:28])=[O:27])[S:26]([C:29]([F:32])([F:31])[F:30])(=[O:28])=[O:27])=CC=1. The catalyst is C1COCC1.C(=O)=O. The product is [F:30][C:29]([F:32])([F:31])[S:26]([O:9][C:3]1[C:2]([CH3:10])([CH3:1])[CH2:7][CH2:6][CH2:5][C:4]=1[CH3:8])(=[O:28])=[O:27]. The yield is 0.600. (2) The reactants are [CH2:1]([O:3][C:4](=[O:31])[C:5]([C:10]1[CH:19]=[CH:18][C:17]2[C:12](=[CH:13][CH:14]=[C:15]([O:20][C@H:21]3[CH2:26][CH2:25][C@H:24]([C:27]([CH3:30])([CH3:29])[CH3:28])[CH2:23][CH2:22]3)[CH:16]=2)[N:11]=1)([N+:7]([O-])=O)[CH3:6])[CH3:2]. The catalyst is C(O)(=O)C.C(#N)C.[Zn]. The product is [CH2:1]([O:3][C:4](=[O:31])[C:5]([NH2:7])([C:10]1[CH:19]=[CH:18][C:17]2[C:12](=[CH:13][CH:14]=[C:15]([O:20][C@H:21]3[CH2:22][CH2:23][C@H:24]([C:27]([CH3:30])([CH3:29])[CH3:28])[CH2:25][CH2:26]3)[CH:16]=2)[N:11]=1)[CH3:6])[CH3:2]. The yield is 0.200.